This data is from Full USPTO retrosynthesis dataset with 1.9M reactions from patents (1976-2016). The task is: Predict the reactants needed to synthesize the given product. Given the product [CH2:1]([O:3][C:4]([C:5]1[N:10]=[C:11]2[CH:16]=[CH:15][C:14]([I:17])=[CH:13][N:12]2[CH:6]=1)=[O:9])[CH3:2], predict the reactants needed to synthesize it. The reactants are: [CH2:1]([O:3][C:4](=[O:9])[C:5](=O)[CH2:6]Br)[CH3:2].[NH2:10][C:11]1[CH:16]=[CH:15][C:14]([I:17])=[CH:13][N:12]=1.